Dataset: Full USPTO retrosynthesis dataset with 1.9M reactions from patents (1976-2016). Task: Predict the reactants needed to synthesize the given product. (1) Given the product [Cl:1][C:2]1[CH:3]=[C:4]([C:28]([OH:30])=[O:29])[C:5]([C:21]2[CH:26]=[CH:25][CH:24]=[C:23]([F:27])[CH:22]=2)=[C:6](/[N:14]=[N:15]/[N:16]([CH2:19][CH3:20])[CH2:17][CH3:18])[C:7]=1[C:8]#[CH:9], predict the reactants needed to synthesize it. The reactants are: [Cl:1][C:2]1[CH:3]=[C:4]([C:28]([O:30]C)=[O:29])[C:5]([C:21]2[CH:26]=[CH:25][CH:24]=[C:23]([F:27])[CH:22]=2)=[C:6](/[N:14]=[N:15]/[N:16]([CH2:19][CH3:20])[CH2:17][CH3:18])[C:7]=1[C:8]#[C:9][Si](C)(C)C.[OH-].[Na+].Cl. (2) Given the product [F:9][C:7]1[CH:6]=[CH:5][C:4]2[C:10]([CH:13]3[CH2:18][CH2:17][NH:16][CH2:15][CH2:14]3)=[N:11][O:12][C:3]=2[CH:8]=1, predict the reactants needed to synthesize it. The reactants are: Cl.F[C:3]1[CH:8]=[C:7]([F:9])[CH:6]=[CH:5][C:4]=1[C:10]([CH:13]1[CH2:18][CH2:17][NH:16][CH2:15][CH2:14]1)=[N:11][OH:12].[OH-].[K+]. (3) Given the product [S:1]1[CH:5]=[C:4]([C:6]2[N:15]=[C:14]([C:16]([N:25]3[CH2:24][CH2:23][C:22]4[C:27](=[CH:28][CH:29]=[C:30]([O:31][CH3:32])[C:21]=4[OH:20])[CH2:26]3)=[O:18])[C:13]3[C:8](=[CH:9][CH:10]=[CH:11][CH:12]=3)[N:7]=2)[N:3]=[CH:2]1, predict the reactants needed to synthesize it. The reactants are: [S:1]1[CH:5]=[C:4]([C:6]2[N:15]=[C:14]([C:16]([OH:18])=O)[C:13]3[C:8](=[CH:9][CH:10]=[CH:11][CH:12]=3)[N:7]=2)[N:3]=[CH:2]1.Cl.[OH:20][C:21]1[C:30]([O:31][CH3:32])=[CH:29][CH:28]=[C:27]2[C:22]=1[CH2:23][CH2:24][NH:25][CH2:26]2. (4) Given the product [CH3:31][O:30][C:27]1[CH:26]=[C:22]([CH:21]=[C:20]([O:19][CH3:18])[C:28]=1[CH3:29])[C:23]([NH:12][CH2:11][C:10]1[CH:13]=[CH:14][C:7]([C:4]2[N:3]=[C:2]([CH3:1])[O:6][N:5]=2)=[CH:8][C:9]=1[N+:15]([O-:17])=[O:16])=[O:24], predict the reactants needed to synthesize it. The reactants are: [CH3:1][C:2]1[O:6][N:5]=[C:4]([C:7]2[CH:14]=[CH:13][C:10]([CH2:11][NH2:12])=[C:9]([N+:15]([O-:17])=[O:16])[CH:8]=2)[N:3]=1.[CH3:18][O:19][C:20]1[CH:21]=[C:22]([CH:26]=[C:27]([O:30][CH3:31])[C:28]=1[CH3:29])[C:23](O)=[O:24].CCN=C=NCCCN(C)C.C1C=NC2N(O)N=NC=2C=1.